From a dataset of Forward reaction prediction with 1.9M reactions from USPTO patents (1976-2016). Predict the product of the given reaction. (1) Given the reactants [NH2:1][C:2]1[N:3]=[CH:4][C:5]([CH:8]([CH3:11])[CH2:9][OH:10])=[N:6][CH:7]=1.C1C(=O)N([Br:19])C(=O)C1, predict the reaction product. The product is: [NH2:1][C:2]1[N:3]=[CH:4][C:5]([CH:8]([CH3:11])[CH2:9][OH:10])=[N:6][C:7]=1[Br:19]. (2) Given the reactants [CH3:1][S:2]([O:5][C:6]1[CH:11]=[CH:10][C:9]([CH2:12][CH2:13]CS([O-])(=O)=O)=[CH:8][CH:7]=1)(=[O:4])=[O:3].[CH3:19][O:20][C:21](=[O:37])[CH:22]([O:34][CH2:35][CH3:36])[CH2:23][C:24]1[CH:29]=[CH:28][C:27]([OH:30])=[CH:26][C:25]=1[N+:31]([O-:33])=[O:32].C(=O)([O-])[O-].[K+].[K+].C(OCC)(=O)C.CCCCCCC, predict the reaction product. The product is: [CH3:19][O:20][C:21](=[O:37])[CH:22]([O:34][CH2:35][CH3:36])[CH2:23][C:24]1[CH:29]=[CH:28][C:27]([O:30][CH2:13][CH2:12][C:9]2[CH:8]=[CH:7][C:6]([O:5][S:2]([CH3:1])(=[O:3])=[O:4])=[CH:11][CH:10]=2)=[CH:26][C:25]=1[N+:31]([O-:33])=[O:32]. (3) Given the reactants C1(P(C2C=CC=CC=2)C2C=CC=CC=2)C=CC=CC=1.CCOC(/N=N/C(OCC)=O)=O.C1(C)C=CC=CC=1.[OH:39][C:40]1[CH:45]=[CH:44][C:43]([CH2:46][C:47](=[O:49])[CH3:48])=[CH:42][CH:41]=1.[C:50]([O:54][C:55]([N:57]1[CH2:62][CH2:61][CH:60](O)[CH2:59][CH2:58]1)=[O:56])([CH3:53])([CH3:52])[CH3:51], predict the reaction product. The product is: [C:50]([O:54][C:55]([N:57]1[CH2:62][CH2:61][CH:60]([O:39][C:40]2[CH:41]=[CH:42][C:43]([CH2:46][C:47](=[O:49])[CH3:48])=[CH:44][CH:45]=2)[CH2:59][CH2:58]1)=[O:56])([CH3:53])([CH3:51])[CH3:52]. (4) Given the reactants [Na+].[Cl-].CC1C[C@@H]2C3C=CC(O)=CC=3O[C@:14]3([C:26]4[CH:27]=[CH:28][C:29]([OH:33])=[CH:30][C:31]=4O)[CH:15]2[C@@H:6]([C:7]2[C:8]([OH:44])=[CH:9][C:10](C4OC5C=C(O)C=CC=5C=4)=[CH:11][C:12]=2O3)C=1.[CH3:45][OH:46], predict the reaction product. The product is: [CH3:45][O:46][C:10]1[CH:11]=[CH:12][C:7]([CH2:6][CH2:15][CH2:14][C:26]2[CH:27]=[CH:28][C:29]([OH:33])=[CH:30][CH:31]=2)=[C:8]([OH:44])[CH:9]=1. (5) Given the reactants [F:1][C:2]1[CH:3]=[C:4]([CH:14]([NH:16][C:17]([C:19]2[N:20]=[C:21](Cl)[O:22][CH:23]=2)=[O:18])[CH3:15])[CH:5]=[C:6]([F:13])[C:7]=1[NH:8][S:9]([CH3:12])(=[O:11])=[O:10].[CH2:25]1[C:33]2[C:28](=[CH:29][C:30]([OH:34])=[CH:31][CH:32]=2)[CH2:27][CH2:26]1, predict the reaction product. The product is: [F:1][C:2]1[CH:3]=[C:4]([CH:14]([NH:16][C:17]([C:19]2[N:20]=[C:21]([O:34][C:30]3[CH:29]=[C:28]4[C:33](=[CH:32][CH:31]=3)[CH2:25][CH2:26][CH2:27]4)[O:22][CH:23]=2)=[O:18])[CH3:15])[CH:5]=[C:6]([F:13])[C:7]=1[NH:8][S:9]([CH3:12])(=[O:11])=[O:10]. (6) Given the reactants [C:1]([C:5]1[CH:10]=[CH:9][C:8]([S:11]([NH:14][C:15]2[C:16]([C:22](O)=[O:23])=[N:17][CH:18]=[C:19]([Cl:21])[CH:20]=2)(=[O:13])=[O:12])=[CH:7][CH:6]=1)([CH3:4])([CH3:3])[CH3:2].[F:25][C:26]1[CH:31]=[CH:30][CH:29]=[CH:28][C:27]=1[NH:32][CH3:33].CN(C(ON1N=NC2C=CC=NC1=2)=[N+](C)C)C.F[P-](F)(F)(F)(F)F, predict the reaction product. The product is: [F:25][C:26]1[CH:31]=[CH:30][CH:29]=[CH:28][C:27]=1[N:32]([CH3:33])[C:22]([C:16]1[C:15]([NH:14][S:11]([C:8]2[CH:7]=[CH:6][C:5]([C:1]([CH3:3])([CH3:4])[CH3:2])=[CH:10][CH:9]=2)(=[O:12])=[O:13])=[CH:20][C:19]([Cl:21])=[CH:18][N:17]=1)=[O:23]. (7) Given the reactants [Br:1][C:2]1[CH:7]=[CH:6][C:5]([NH:8][C:9]2[C:18]3[C:13](=[CH:14][C:15]([O:20][CH3:21])=[C:16]([OH:19])[CH:17]=3)[N:12]=[CH:11][N:10]=2)=[C:4]([F:22])[CH:3]=1.C([O-])([O-])=O.[K+].[K+].Br[CH2:30][CH2:31][CH2:32][Cl:33].O, predict the reaction product. The product is: [Br:1][C:2]1[CH:7]=[CH:6][C:5]([NH:8][C:9]2[C:18]3[C:13](=[CH:14][C:15]([O:20][CH3:21])=[C:16]([O:19][CH2:30][CH2:31][CH2:32][Cl:33])[CH:17]=3)[N:12]=[CH:11][N:10]=2)=[C:4]([F:22])[CH:3]=1.